This data is from Forward reaction prediction with 1.9M reactions from USPTO patents (1976-2016). The task is: Predict the product of the given reaction. (1) Given the reactants [CH:1]1([C:4]2[NH:8][N:7]=[C:6]([C:9]3[N:14]=[C:13]([NH:15][C:16]4[CH:21]=[CH:20][N:19]=[CH:18][CH:17]=4)[C:12]([O:22][CH3:23])=[CH:11][N:10]=3)[C:5]=2[CH3:24])[CH2:3][CH2:2]1.[H-].[Na+].Br[CH2:28][C:29]1[C:34]([F:35])=[CH:33][C:32]([O:36][CH:37]([F:39])[F:38])=[CH:31][C:30]=1[F:40].O, predict the reaction product. The product is: [CH:1]1([C:4]2[N:8]([CH2:28][C:29]3[C:30]([F:40])=[CH:31][C:32]([O:36][CH:37]([F:38])[F:39])=[CH:33][C:34]=3[F:35])[N:7]=[C:6]([C:9]3[N:14]=[C:13]([NH:15][C:16]4[CH:21]=[CH:20][N:19]=[CH:18][CH:17]=4)[C:12]([O:22][CH3:23])=[CH:11][N:10]=3)[C:5]=2[CH3:24])[CH2:3][CH2:2]1. (2) Given the reactants C=C1C[O:6][C@H:5]([C:8]2[CH:13]=[C:12]([F:14])[C:11]([F:15])=[CH:10][C:9]=2[F:16])[C@@H:4]([NH:17][C:18](=[O:24])[O:19][C:20]([CH3:23])([CH3:22])[CH3:21])C1.C[N+]1([O-])CC[O:29]CC1.S(=O)(=O)(O)[O-].[Na+].C(OCC)(=O)C.[C:45]([OH:49])([CH3:48])([CH3:47])[CH3:46], predict the reaction product. The product is: [OH:49][C:45]1([CH2:48][OH:29])[CH2:47][O:6][C@H:5]([C:8]2[CH:13]=[C:12]([F:14])[C:11]([F:15])=[CH:10][C:9]=2[F:16])[C@@H:4]([NH:17][C:18](=[O:24])[O:19][C:20]([CH3:23])([CH3:22])[CH3:21])[CH2:46]1.